Dataset: Forward reaction prediction with 1.9M reactions from USPTO patents (1976-2016). Task: Predict the product of the given reaction. (1) Given the reactants C(OC([N:8]([C:16]1[CH2:22][C:21]([C:23](=[O:28])[NH:24][CH:25]([CH3:27])[CH3:26])=[CH:20][C:19]2[CH:29]=[C:30]([C:33]3[CH:38]=[CH:37][C:36]([C:39]([N:41]4[CH2:45][CH2:44][CH2:43][CH2:42]4)=[O:40])=[CH:35][CH:34]=3)[CH:31]=[CH:32][C:18]=2[N:17]=1)C(OC(C)(C)C)=O)=O)(C)(C)C.FC(F)(F)C(O)=O, predict the reaction product. The product is: [NH2:8][C:16]1[CH2:22][C:21]([C:23]([NH:24][CH:25]([CH3:27])[CH3:26])=[O:28])=[CH:20][C:19]2[CH:29]=[C:30]([C:33]3[CH:34]=[CH:35][C:36]([C:39]([N:41]4[CH2:45][CH2:44][CH2:43][CH2:42]4)=[O:40])=[CH:37][CH:38]=3)[CH:31]=[CH:32][C:18]=2[N:17]=1. (2) Given the reactants [CH2:1]1[C:13]2[NH:12][C:11]3[C:6](=[CH:7][CH:8]=[CH:9][CH:10]=3)[C:5]=2[CH2:4][CH2:3][NH:2]1.C(Cl)Cl.[C:17]([O:21][C:22](O[C:22]([O:21][C:17]([CH3:20])([CH3:19])[CH3:18])=[O:23])=[O:23])([CH3:20])([CH3:19])[CH3:18].C(N(CC)C(C)C)(C)C, predict the reaction product. The product is: [C:17]([O:21][C:22]([N:2]1[CH2:3][CH2:4][C:5]2[C:6]3[C:11](=[CH:10][CH:9]=[CH:8][CH:7]=3)[NH:12][C:13]=2[CH2:1]1)=[O:23])([CH3:20])([CH3:19])[CH3:18]. (3) Given the reactants Cl[C:2]1[N:3]=[CH:4][C:5]([C:8]([O:10]C)=[O:9])=[N:6][CH:7]=1.[NH:12]1[CH:16]=[N:15][CH:14]=[N:13]1.C(=O)([O-])[O-].[K+].[K+].Cl, predict the reaction product. The product is: [N:12]1([C:2]2[N:3]=[CH:4][C:5]([C:8]([OH:10])=[O:9])=[N:6][CH:7]=2)[CH:16]=[N:15][CH:14]=[N:13]1. (4) Given the reactants [NH2:1][C:2]1[CH:7]=[CH:6][C:5]([F:8])=[C:4]([F:9])[C:3]=1[OH:10].[F:11][C:12]1[CH:20]=[CH:19][C:18]([N+:21]([O-:23])=[O:22])=[CH:17][C:13]=1[C:14](Cl)=[O:15], predict the reaction product. The product is: [OH:10][C:3]1[C:4]([F:9])=[C:5]([F:8])[CH:6]=[CH:7][C:2]=1[NH:1][C:14](=[O:15])[C:13]1[CH:17]=[C:18]([N+:21]([O-:23])=[O:22])[CH:19]=[CH:20][C:12]=1[F:11]. (5) Given the reactants O1C2C=CC(O)=CC=2OC1.[O:11]1[C:15]2[CH:16]=[C:17]([OH:20])[CH:18]=[CH:19][C:14]=2[CH2:13][CH2:12]1.C1(CCN2C3C(=CC=CC=3)C(=O)C2=O)CC1.[C:37]1([CH:43]([C:55]2[CH:60]=[CH:59][CH:58]=[CH:57][CH:56]=2)[N:44]2[C:52]3[C:47](=[CH:48][CH:49]=[CH:50][CH:51]=3)[C:46](=[O:53])[C:45]2=[O:54])[CH:42]=[CH:41][CH:40]=[CH:39][CH:38]=1, predict the reaction product. The product is: [C:55]1([CH:43]([C:37]2[CH:42]=[CH:41][CH:40]=[CH:39][CH:38]=2)[N:44]2[C:52]3[C:47](=[CH:48][CH:49]=[CH:50][CH:51]=3)[C:46]([OH:53])([C:18]3[C:17]([OH:20])=[CH:16][C:15]4[O:11][CH2:12][CH2:13][C:14]=4[CH:19]=3)[C:45]2=[O:54])[CH:56]=[CH:57][CH:58]=[CH:59][CH:60]=1. (6) Given the reactants [CH2:1]([O:8][C@H:9]1[CH2:13][N:12]([CH:14]2[CH2:19][CH2:18][N:17]([C:20]([O:22][C:23]([CH3:26])([CH3:25])[CH3:24])=[O:21])[CH2:16][CH2:15]2)[C:11](=[O:27])[C@@H:10]1[OH:28])[C:2]1[CH:7]=[CH:6][CH:5]=[CH:4][CH:3]=1.C(N(CC)CC)C.[CH3:36][S:37](Cl)(=[O:39])=[O:38], predict the reaction product. The product is: [CH2:1]([O:8][C@H:9]1[CH2:13][N:12]([CH:14]2[CH2:19][CH2:18][N:17]([C:20]([O:22][C:23]([CH3:24])([CH3:25])[CH3:26])=[O:21])[CH2:16][CH2:15]2)[C:11](=[O:27])[C@@H:10]1[O:28][S:37]([CH3:36])(=[O:39])=[O:38])[C:2]1[CH:3]=[CH:4][CH:5]=[CH:6][CH:7]=1. (7) Given the reactants [H-].[Na+].[Cl:3][C:4]1[CH:9]=[CH:8][C:7]([C:10]2[N:11]=[C:12]([C:15]([NH:17][CH:18]3[CH2:20][CH2:19]3)=[O:16])[S:13][CH:14]=2)=[CH:6][CH:5]=1.[CH3:21]I, predict the reaction product. The product is: [Cl:3][C:4]1[CH:5]=[CH:6][C:7]([C:10]2[N:11]=[C:12]([C:15]([N:17]([CH:18]3[CH2:19][CH2:20]3)[CH3:21])=[O:16])[S:13][CH:14]=2)=[CH:8][CH:9]=1. (8) Given the reactants [NH2:1][C:2]1[C:3]([C:13]([OH:15])=O)=[N:4][C:5]([Br:12])=[C:6]([C:8]([F:11])([F:10])[F:9])[N:7]=1.CCN(CC)CC.[F:23][C:24]([F:32])([F:31])[C:25]1[CH:29]=[C:28]([NH2:30])[NH:27][N:26]=1.CN(C(ON1N=NC2C=CC=NC1=2)=[N+](C)C)C.F[P-](F)(F)(F)(F)F, predict the reaction product. The product is: [F:23][C:24]([F:32])([F:31])[C:25]1[CH:29]=[C:28]([NH:30][C:13]([C:3]2[C:2]([NH2:1])=[N:7][C:6]([C:8]([F:9])([F:10])[F:11])=[C:5]([Br:12])[N:4]=2)=[O:15])[NH:27][N:26]=1.